This data is from Peptide-MHC class I binding affinity with 185,985 pairs from IEDB/IMGT. The task is: Regression. Given a peptide amino acid sequence and an MHC pseudo amino acid sequence, predict their binding affinity value. This is MHC class I binding data. The peptide sequence is FTAVTNFLLSL. The MHC is Patr-B0101 with pseudo-sequence Patr-B0101. The binding affinity (normalized) is 0.603.